Dataset: Reaction yield outcomes from USPTO patents with 853,638 reactions. Task: Predict the reaction yield, written as a fraction of the theoretical maximum amount of product (1.0 means a 100% yield; for example, 0.34 means a 34% yield). (1) The product is [NH2:17][C@@H:12]1[C@H:11]([NH:10][C:7]2[N:8]=[N:9][C:4]([C:1]([NH2:2])=[O:3])=[C:5]([NH:25][C:26]3[CH:31]=[CH:30][C:29]([F:32])=[C:28]([CH:33]([CH3:35])[CH3:34])[N:27]=3)[CH:6]=2)[CH2:16][CH2:15][O:14][CH2:13]1. The catalyst is ClCCl.[NH4+].[OH-].O. The yield is 0.490. The reactants are [C:1]([C:4]1[N:9]=[N:8][C:7]([NH:10][C@@H:11]2[CH2:16][CH2:15][O:14][CH2:13][C@@H:12]2[NH:17]C(=O)OC(C)(C)C)=[CH:6][C:5]=1[NH:25][C:26]1[CH:31]=[CH:30][C:29]([F:32])=[C:28]([CH:33]([CH3:35])[CH3:34])[N:27]=1)(=[O:3])[NH2:2].FC(F)(F)C(O)=O. (2) The reactants are [F:1][C:2]1[CH:3]=[C:4]([N+:19]([O-:21])=[O:20])[C:5]([NH:9][C@H:10]([C:12]2[CH:17]=[CH:16][C:15]([F:18])=[CH:14][CH:13]=2)[CH3:11])=[N:6][C:7]=1F.[CH:22]([O:25][C:26]1[NH:30][N:29]=[C:28]([NH2:31])[CH:27]=1)([CH3:24])[CH3:23].CCN(C(C)C)C(C)C. The catalyst is C1COCC1. The product is [F:1][C:2]1[C:7]([NH:31][C:28]2[CH:27]=[C:26]([O:25][CH:22]([CH3:24])[CH3:23])[NH:30][N:29]=2)=[N:6][C:5]([NH:9][C@H:10]([C:12]2[CH:17]=[CH:16][C:15]([F:18])=[CH:14][CH:13]=2)[CH3:11])=[C:4]([N+:19]([O-:21])=[O:20])[CH:3]=1. The yield is 0.400. (3) The reactants are [NH2:1][C@@H:2]([CH2:7][C:8]1[CH:13]=[C:12]([O:14][CH3:15])[C:11]([C:16]2[CH:21]=[CH:20][CH:19]=[CH:18][CH:17]=2)=[C:10]([O:22][CH3:23])[CH:9]=1)[C:3]([O:5][CH3:6])=[O:4].[C:24]1(=O)[C:27]2([CH2:32][CH2:31][O:30][CH2:29][CH2:28]2)[C:26](=[O:33])[CH2:25]1. The catalyst is C(Cl)Cl. The product is [O:33]=[C:26]1[C:27]2([CH2:32][CH2:31][O:30][CH2:29][CH2:28]2)[C:24]([NH:1][C@@H:2]([CH2:7][C:8]2[CH:9]=[C:10]([O:22][CH3:23])[C:11]([C:16]3[CH:21]=[CH:20][CH:19]=[CH:18][CH:17]=3)=[C:12]([O:14][CH3:15])[CH:13]=2)[C:3]([O:5][CH3:6])=[O:4])=[CH:25]1. The yield is 0.860. (4) The reactants are [O:1]1[CH2:5][CH2:4][CH:3]([CH2:6][OH:7])[CH2:2]1.C(N(CC)CC)C.[CH3:15][S:16](Cl)(=[O:18])=[O:17]. The catalyst is C(Cl)Cl. The product is [CH3:15][S:16]([O:7][CH2:6][CH:3]1[CH2:4][CH2:5][O:1][CH2:2]1)(=[O:18])=[O:17]. The yield is 1.00. (5) The reactants are [NH2:1][C:2]1[C:11]2[C:6](=[C:7](Br)[CH:8]=[CH:9][CH:10]=2)[N:5]=[N:4][C:3]=1[C:13]([NH:15][CH2:16][CH2:17][CH3:18])=[O:14].[F:19][C:20]1[CH:25]=[CH:24][C:23]([O:26][CH3:27])=[CH:22][C:21]=1B(O)O. No catalyst specified. The product is [NH2:1][C:2]1[C:11]2[C:6](=[C:7]([C:21]3[CH:22]=[C:23]([O:26][CH3:27])[CH:24]=[CH:25][C:20]=3[F:19])[CH:8]=[CH:9][CH:10]=2)[N:5]=[N:4][C:3]=1[C:13]([NH:15][CH2:16][CH2:17][CH3:18])=[O:14]. The yield is 0.830. (6) The reactants are [C:1]([O:5][C:6]([O:8][N:9]1[CH2:14][CH2:13][CH:12]([OH:15])[CH2:11][CH2:10]1)=[O:7])([CH3:4])([CH3:3])[CH3:2].[CH3:16][S:17](Cl)(=[O:19])=[O:18].CCOC(C)=O.O. The catalyst is C1COCC1. The product is [CH3:16][S:17]([O:15][CH:12]1[CH2:13][CH2:14][N:9]([O:8][C:6]([O:5][C:1]([CH3:4])([CH3:2])[CH3:3])=[O:7])[CH2:10][CH2:11]1)(=[O:19])=[O:18]. The yield is 0.920.